The task is: Predict the reactants needed to synthesize the given product.. This data is from Full USPTO retrosynthesis dataset with 1.9M reactions from patents (1976-2016). (1) Given the product [F:1][C:2]([F:13])([F:14])[C:3]1[CH:4]=[C:5]2[C:9]([CH:8]=[CH:7][CH2:6]2)=[CH:10][CH:11]=1, predict the reactants needed to synthesize it. The reactants are: [F:1][C:2]([F:14])([F:13])[C:3]1[CH:4]=[C:5]2[C:9](=[CH:10][CH:11]=1)[CH:8](O)[CH2:7][CH2:6]2.C1(C)C=CC(S(O)(=O)=O)=CC=1. (2) Given the product [CH3:1][N:2]1[C:6]([CH3:7])=[CH:5][N:4]=[C:3]1[CH:8]([NH2:16])[CH2:9][C:10]1[CH:15]=[CH:14][CH:13]=[CH:12][CH:11]=1, predict the reactants needed to synthesize it. The reactants are: [CH3:1][N:2]1[C:6]([CH3:7])=[CH:5][N:4]=[C:3]1[CH:8]([NH:16]S(C(C)(C)C)=O)[CH2:9][C:10]1[CH:15]=[CH:14][CH:13]=[CH:12][CH:11]=1.Cl.CO.CCOCC.